From a dataset of Catalyst prediction with 721,799 reactions and 888 catalyst types from USPTO. Predict which catalyst facilitates the given reaction. (1) Reactant: [F:1][C:2]([F:28])([F:27])[O:3][C:4]1[CH:9]=[CH:8][C:7]([NH:10][C:11](=[O:26])[NH:12][CH:13]2[CH2:18][CH2:17][N:16](C(OC(C)(C)C)=O)[CH2:15][CH2:14]2)=[CH:6][CH:5]=1.Cl. Product: [NH:16]1[CH2:17][CH2:18][CH:13]([NH:12][C:11]([NH:10][C:7]2[CH:8]=[CH:9][C:4]([O:3][C:2]([F:1])([F:27])[F:28])=[CH:5][CH:6]=2)=[O:26])[CH2:14][CH2:15]1. The catalyst class is: 5. (2) Reactant: [CH:1]1([CH:7]([O:9][C:10]2[CH:30]=[CH:29][C:13]([CH2:14][N:15]3[CH2:20][CH2:19][N:18](C(OC(C)(C)C)=O)[CH2:17][C:16]3=[O:28])=[CH:12][CH:11]=2)[CH3:8])[CH2:6][CH2:5][CH2:4][CH2:3][CH2:2]1.CO.[ClH:33]. Product: [ClH:33].[CH:1]1([CH:7]([O:9][C:10]2[CH:30]=[CH:29][C:13]([CH2:14][N:15]3[CH2:20][CH2:19][NH:18][CH2:17][C:16]3=[O:28])=[CH:12][CH:11]=2)[CH3:8])[CH2:6][CH2:5][CH2:4][CH2:3][CH2:2]1. The catalyst class is: 12. (3) Reactant: [CH3:1][O:2][C:3]1[CH:4]=[C:5](/[CH:15]=[CH:16]/[C:17]([NH:19][NH:20][C:21](=[O:36])[CH:22]([C:27]2[CH:32]=[C:31]([F:33])[C:30]([F:34])=[C:29]([F:35])[CH:28]=2)[CH2:23][CH2:24][CH2:25][Cl:26])=O)[CH:6]=[N:7][C:8]=1[N:9]1[CH:13]=[C:12]([CH3:14])[N:11]=[CH:10]1. Product: [Cl:26][CH2:25][CH2:24][CH2:23][CH:22]([C:21]1[O:36][C:17](/[CH:16]=[CH:15]/[C:5]2[CH:4]=[C:3]([O:2][CH3:1])[C:8]([N:9]3[CH:13]=[C:12]([CH3:14])[N:11]=[CH:10]3)=[N:7][CH:6]=2)=[N:19][N:20]=1)[C:27]1[CH:28]=[C:29]([F:35])[C:30]([F:34])=[C:31]([F:33])[CH:32]=1. The catalyst class is: 286.